Task: Regression. Given a peptide amino acid sequence and an MHC pseudo amino acid sequence, predict their binding affinity value. This is MHC class I binding data.. Dataset: Peptide-MHC class I binding affinity with 185,985 pairs from IEDB/IMGT (1) The peptide sequence is FAAAFFPAV. The MHC is HLA-A02:02 with pseudo-sequence HLA-A02:02. The binding affinity (normalized) is 0.971. (2) The peptide sequence is PRELIFQVWQ. The MHC is Mamu-B03 with pseudo-sequence Mamu-B03. The binding affinity (normalized) is 0.0922. (3) The peptide sequence is YTSDYFISY. The MHC is HLA-B40:01 with pseudo-sequence HLA-B40:01. The binding affinity (normalized) is 0.0847. (4) The peptide sequence is VYPAEVVRKTA. The MHC is Mamu-A01 with pseudo-sequence Mamu-A01. The binding affinity (normalized) is 0.